From a dataset of Forward reaction prediction with 1.9M reactions from USPTO patents (1976-2016). Predict the product of the given reaction. (1) Given the reactants C([O:4][C@@H:5]1[C@@H:18]([O:19]C(=O)C)[C@H:17]([O:23]C(=O)C)[CH2:16][S:15][C@H:6]1[O:7][C:8]1[CH:9]=[N:10][C:11](Br)=[CH:12][CH:13]=1)(=O)C.[CH3:27][O:28][C:29]1[CH:34]=[CH:33][N:32]=[CH:31][C:30]=1B(O)O, predict the reaction product. The product is: [O:7]([C:8]1[CH:9]=[N:10][C:11]([C:30]2[CH:31]=[N:32][CH:33]=[CH:34][C:29]=2[O:28][CH3:27])=[CH:12][CH:13]=1)[C@@H:6]1[S:15][CH2:16][C@@H:17]([OH:23])[C@H:18]([OH:19])[C@H:5]1[OH:4]. (2) Given the reactants [H-].[Al+3].[Li+].[H-].[H-].[H-].[Cl:7][C:8]1[CH:9]=[C:10]([C:14](=[O:20])[CH2:15][CH2:16][N:17]([CH3:19])[CH3:18])[CH:11]=[CH:12][CH:13]=1.Cl.C([O-])(O)=O.[Na+], predict the reaction product. The product is: [Cl:7][C:8]1[CH:9]=[C:10]([CH:14]([OH:20])[CH2:15][CH2:16][N:17]([CH3:19])[CH3:18])[CH:11]=[CH:12][CH:13]=1. (3) Given the reactants [N:1]1[CH:6]=[CH:5][C:4]([C:7]2[N:8]=[C:9]([CH2:12][CH2:13][N:14]3[CH2:19][CH2:18][O:17][CH2:16][CH2:15]3)[S:10][CH:11]=2)=[CH:3][CH:2]=1.[Br:20]Br, predict the reaction product. The product is: [Br:20][C:11]1[S:10][C:9]([CH2:12][CH2:13][N:14]2[CH2:19][CH2:18][O:17][CH2:16][CH2:15]2)=[N:8][C:7]=1[C:4]1[CH:5]=[CH:6][N:1]=[CH:2][CH:3]=1. (4) Given the reactants Cl[C:2]1[N:3]=[C:4]([NH:18][CH2:19][CH2:20][CH3:21])[C:5]2[N:6]=[C:7]([NH:16][CH3:17])[N:8]=[C:9]([NH:12][CH2:13][CH2:14][CH3:15])[C:10]=2[N:11]=1.[NH2:22][CH2:23][CH2:24][OH:25], predict the reaction product. The product is: [CH3:17][NH:16][C:7]1[N:8]=[C:9]([NH:12][CH2:13][CH2:14][CH3:15])[C:10]2[N:11]=[C:2]([NH:22][CH2:23][CH2:24][OH:25])[N:3]=[C:4]([NH:18][CH2:19][CH2:20][CH3:21])[C:5]=2[N:6]=1. (5) Given the reactants Br[CH2:2][CH2:3][CH2:4][CH2:5][CH2:6][O:7][CH2:8][C:9]1[CH:14]=[CH:13][CH:12]=[CH:11][CH:10]=1.C[N+]([O-:19])(C)C.O, predict the reaction product. The product is: [CH2:8]([O:7][CH2:6][CH2:5][CH2:4][CH2:3][CH:2]=[O:19])[C:9]1[CH:14]=[CH:13][CH:12]=[CH:11][CH:10]=1. (6) Given the reactants [C:1]([C:3]([C:11]1[C:19]2[C:14](=[CH:15][CH:16]=[C:17]([OH:20])[CH:18]=2)[N:13](C(OC(C)(C)C)=O)[CH:12]=1)=[CH:4][C:5]1[CH:6]=[N:7][CH:8]=[CH:9][CH:10]=1)#[N:2].[CH2:28](I)[CH3:29].C(=O)([O-])[O-].[K+].[K+].C[O-].[Na+], predict the reaction product. The product is: [CH2:28]([O:20][C:17]1[CH:18]=[C:19]2[C:14](=[CH:15][CH:16]=1)[NH:13][CH:12]=[C:11]2/[C:3](=[CH:4]/[C:5]1[CH:6]=[N:7][CH:8]=[CH:9][CH:10]=1)/[C:1]#[N:2])[CH3:29].